From a dataset of Catalyst prediction with 721,799 reactions and 888 catalyst types from USPTO. Predict which catalyst facilitates the given reaction. (1) Reactant: [Cl-].[Al+3].[Cl-].[Cl-].[C:5](Cl)(=[O:7])[CH3:6].[C:9]1([CH2:15][NH:16][C:17](=[O:19])[CH3:18])[CH:14]=[CH:13][CH:12]=[CH:11][CH:10]=1. Product: [C:5]([C:12]1[CH:13]=[CH:14][C:9]([CH2:15][NH:16][C:17](=[O:19])[CH3:18])=[CH:10][CH:11]=1)(=[O:7])[CH3:6]. The catalyst class is: 68. (2) Reactant: CS(O[CH:6]=[C:7]([CH:10]1[C@H:17]2[C@H:13]([O:14][C:15]([CH3:19])([CH3:18])[O:16]2)[C@@H:12]([CH2:20][O:21][Si:22]([C:35]([CH3:38])([CH3:37])[CH3:36])([C:29]2[CH:34]=[CH:33][CH:32]=[CH:31][CH:30]=2)[C:23]2[CH:28]=[CH:27][CH:26]=[CH:25][CH:24]=2)[O:11]1)[C:8]#[N:9])(=O)=O.[NH2:39][CH2:40][C:41]#[N:42]. Product: [Si:22]([O:21][CH2:20][C@@H:12]1[C@H:13]2[O:14][C:15]([CH3:18])([CH3:19])[O:16][C@H:17]2[CH:10]([C:7](=[CH:6][NH:42][CH2:41][C:40]#[N:39])[C:8]#[N:9])[O:11]1)([C:35]([CH3:36])([CH3:37])[CH3:38])([C:29]1[CH:34]=[CH:33][CH:32]=[CH:31][CH:30]=1)[C:23]1[CH:28]=[CH:27][CH:26]=[CH:25][CH:24]=1. The catalyst class is: 31.